From a dataset of Forward reaction prediction with 1.9M reactions from USPTO patents (1976-2016). Predict the product of the given reaction. (1) Given the reactants [Br:1][C:2]1[CH:3]=[N:4][CH:5]=[N:6][CH:7]=1.[CH:8]1([Mg]Br)[CH2:10][CH2:9]1.O.C(C1C(=O)C(Cl)=C(Cl)C(=O)C=1C#N)#N, predict the reaction product. The product is: [Br:1][C:2]1[C:3]([CH:8]2[CH2:10][CH2:9]2)=[N:4][CH:5]=[N:6][CH:7]=1. (2) Given the reactants [CH2:1]([O:3][C:4]1[C:5]([C:10]([F:17])([F:16])[C:11]([O:13]CC)=[O:12])=[N:6][CH:7]=[CH:8][CH:9]=1)[CH3:2].O1CCCC1.O.O.[OH-].[Li+], predict the reaction product. The product is: [CH2:1]([O:3][C:4]1[C:5]([C:10]([F:17])([F:16])[C:11]([OH:13])=[O:12])=[N:6][CH:7]=[CH:8][CH:9]=1)[CH3:2]. (3) The product is: [CH2:3]([OH:15])[CH2:4][CH2:5][CH2:6][CH2:7][CH2:8][CH2:9][CH2:10][CH2:11][C:12]#[C:13][CH3:14]. Given the reactants [H-].[Na+].[CH2:3]([OH:15])[CH2:4][C:5]#[C:6][CH2:7][CH2:8][CH2:9][CH2:10][CH2:11][CH2:12][CH2:13][CH3:14], predict the reaction product. (4) Given the reactants [CH2:1]([O:3][C:4]([C:6]1([CH2:19][CH:20]=[CH2:21])[CH2:11][CH2:10][N:9]([C:12]([O:14][C:15]([CH3:18])([CH3:17])[CH3:16])=[O:13])[CH2:8][CH2:7]1)=[O:5])[CH3:2], predict the reaction product. The product is: [CH2:1]([O:3][C:4]([C:6]1([CH2:19][CH2:20][CH3:21])[CH2:11][CH2:10][N:9]([C:12]([O:14][C:15]([CH3:18])([CH3:17])[CH3:16])=[O:13])[CH2:8][CH2:7]1)=[O:5])[CH3:2].